Dataset: Experimentally validated miRNA-target interactions with 360,000+ pairs, plus equal number of negative samples. Task: Binary Classification. Given a miRNA mature sequence and a target amino acid sequence, predict their likelihood of interaction. (1) The miRNA is hsa-miR-374a-5p with sequence UUAUAAUACAACCUGAUAAGUG. The protein sequence of the target gene is MSQVQVQVQNPSAALSGSQILNKNQSLLSQPLMSIPSTTSSLPSENAGRPIQNSALPSASITSTSAAAESITPTVELNALCMKLGKKPMYKPVDPYSRMQSTYNYNMRGGAYPPRYFYPFPVPPLLYQVELSVGGQQFNGKGKTRQAAKHDAAAKALRILQNEPLPERLEVNGRESEEENLNKSEISQVFEIALKRNLPVNFEVARESGPPHMKNFVTKVSVGEFVGEGEGKSKKISKKNAAIAVLEELKKLPPLPAVERVKPRIKKKTKPIVKPQTSPEYGQGINPISRLAQIQQAKKE.... Result: 1 (interaction). (2) The miRNA is hsa-miR-6744-3p with sequence GGGCCUCUCUUGUCAUCCUGCAG. The protein sequence of the target gene is MSMKWTSALLLIQLSCYFSSGSCGKVLVWPTEFSHWMNIKTILDELVQRGHEVTVLASSASISFDPNSPSTLKFEVYPVSLTKTEFEDIIKQLVKRWAELPKDTFWSYFSQVQEIMWTFNDILRKFCKDIVSNKKLMKKLQESRFDVVLADAVFPFGELLAELLKIPFVYSLRFSPGYAIEKHSGGLLFPPSYVPVVMSELSDQMTFIERVKNMIYVLYFEFWFQIFDMKKWDQFYSEVLGRPTTLSETMAKADIWLIRNYWDFQFPHPLLPNVEFVGGLHCKPAKPLPKEMEEFVQSSG.... Result: 0 (no interaction). (3) The miRNA is hsa-miR-4436b-3p with sequence CAGGGCAGGAAGAAGUGGACAA. The protein sequence of the target gene is MAVAVRALQEQLEKAKESLKNVDENIRKLTGRDPNDVRPIQARLLALSGPGGGRGRGSLLLRRGFSDSGGGPPAKQRDLEGAVSRLGGERRTRRESRQESDPEDDDVKKPALQSSVVATSKERTRDLIQDQNMDEKGKQRNRRIFGLLMGTLQKFKQESTVATERQKRRQEIEQKLEVQAEEERKQVENERRELFEERRAKQTELRLLEQKVELAQLQEEWNEHNAKIIKYIRTKTKPHLFYIPGRMCPATQKLIEESQRKMNALFEGRRIEFAEQINKMEARPRRQSMKEKEHQVVRNE.... Result: 0 (no interaction). (4) The miRNA is mmu-miR-568 with sequence AUGUAUAAAUGUAUACACAC. The protein sequence of the target gene is MVILQKGDYVWMDLKSGQEFDVPIGAVVKLCDSGQIQVVDDEDNEHWISPQNATHIKPMHPTSVHGVEDMIRLGDLNEAGILRNLLIRYRDHLIYTYTGSILVAVNPYQLLSIYSPEHIRQYTNKKIGEMPPHIFAIADNCYFNMKRNNRDQCCIISGESGAGKTESTKLILQFLAAISGQHSWIEQQVLEATPILEAFGNAKTIRNDNSSRFGKYIDIHFNKRGAIEGAKIEQYLLEKSRVCRQAPDERNYHVFYCMLEGMNEEEKKKLGLGQAADYNYLAMGNCITCEGRVDSQEYAN.... Result: 1 (interaction). (5) The protein sequence of the target gene is MTTVVVHVDSKAELTTLLEQWEKDHGSGQDMVPILTRMSELIEKETEEYRKGDPDPFDDRHPGRADPECMLGHLLRILFKNDDFMNALVNAYVMTSREPPLNTAACRLLLDIMPGLETAVVFQEKEGIVENLFKWAREADQPLRTYSTGLLGGAMENQDIAANYRDENSQLVAIVLRRLRELQLQEVALRQDSKRPSPRKLSSEPLLPLDEEAVDMDYGDMAVDVVDGEQESSRDMEISFRLDSSHKTSSRVNSATKPEEGGLKKNKSAKHGDRENFRKAKQKLGFSSSDPDRVFVELSN.... Result: 0 (no interaction). The miRNA is mmu-miR-3968 with sequence CGAAUCCCACUCCAGACACCA. (6) The miRNA is hsa-miR-6825-5p with sequence UGGGGAGGUGUGGAGUCAGCAU. The protein sequence of the target gene is MPLEMEPKMSKLAFGCQRSSTSDDDSGCALEEYAWVPPGLRPEQIQLYFACLPEEKVPYVNSPGEKHRIKQLLYQLPPHDNEVRYCQSLSEEEKKELQVFSAQRKKEALGRGTIKLLSRAVMHAVCEQCGLKINGGEVAVFASRAGPGVCWHPSCFVCFTCNELLVDLIYFYQDGKIHCGRHHAELLKPRCSACDEIIFADECTEAEGRHWHMKHFCCLECETVLGGQRYIMKDGRPFCCGCFESLYAEYCETCGEHIGVDHAQMTYDGQHWHATEACFSCAQCKASLLGCPFLPKQGQI.... Result: 0 (no interaction). (7) The miRNA is hsa-miR-615-3p with sequence UCCGAGCCUGGGUCUCCCUCUU. The protein sequence of the target gene is MALVTLQRSPTPSAASSSASNSELEAGSEEDRKLNLSLSESFFMVKGAALFLQQGSSPQGQRSLQHPHKHAGDLPQHLQVMINLLRCEDRIKLAVRLESAWADRVRYMVVVYSSGRQDTEENILLGVDFSSKESKSCTIGMVLRLWSDTKIHLDGDGGFSVSTAGRMHIFKPVSVQAMWSALQVLHKACEVARRHNYFPGGVALIWATYYESCISSEQSCINEWNAMQDLESTRPDSPALFVDKPTEGERTERLIKAKLRSIMMSQDLENVTSKEIRNELEKQMNCNLKELKEFIDNEML.... Result: 1 (interaction). (8) The miRNA is ath-miR164a with sequence UGGAGAAGCAGGGCACGUGCA. The protein sequence of the target gene is MTMAKLTESMTNVLEGDSMDQDVESPVAIHQPKLPKQARDDLPRHISRDRTKRKIQRYVRKDGKCNVHHGNVRETYRYLTDIFTTLVDLKWRFNLLIFVMVYTVTWLFFGMIWWLIAYIRGDMDHIEDPSWTPCVTNLNGFVSAFLFSIETETTIGYGYRVITDKCPEGIILLLIQSVLGSIVNAFMVGCMFVKISQPKKRAETLVFSTHAVISMRDGKLCLMFRVGDLRNSHIVEASIRAKLIKSKQTSEGEFIPLNQSDINVGYYTGDDRLFLVSPLIISHEINQQSPFWEISKAQLP.... Result: 0 (no interaction).